From a dataset of Peptide-MHC class I binding affinity with 185,985 pairs from IEDB/IMGT. Regression. Given a peptide amino acid sequence and an MHC pseudo amino acid sequence, predict their binding affinity value. This is MHC class I binding data. (1) The peptide sequence is TSSARSSEW. The MHC is HLA-B18:01 with pseudo-sequence HLA-B18:01. The binding affinity (normalized) is 0.0847. (2) The peptide sequence is FQPQNGQFIHFYR. The MHC is H-2-Db with pseudo-sequence H-2-Db. The binding affinity (normalized) is 0.258.